This data is from Catalyst prediction with 721,799 reactions and 888 catalyst types from USPTO. The task is: Predict which catalyst facilitates the given reaction. Reactant: Cl.[C:2]([O:6][C:7](=[O:11])[CH2:8][CH2:9][NH2:10])([CH3:5])([CH3:4])[CH3:3].C(N(CC)CC)C. Product: [C:2]([O:6][C:7](=[O:11])[CH2:8][CH2:9][NH2:10])([CH3:5])([CH3:4])[CH3:3]. The catalyst class is: 2.